Dataset: Retrosynthesis with 50K atom-mapped reactions and 10 reaction types from USPTO. Task: Predict the reactants needed to synthesize the given product. (1) Given the product CC1(C)[C@@H](C(=O)OCc2cccc(Oc3ccccc3)c2)[C@@H]1C=C(Cl)C(F)(F)F, predict the reactants needed to synthesize it. The reactants are: CC1(C)[C@@H](C=C(Cl)C(F)(F)F)[C@@H]1C(=O)Cl.OCc1cccc(Oc2ccccc2)c1. (2) Given the product CC(C)(C(=O)Nc1ccc(N2C(=O)CC(=O)Nc3c2ccc2ccccc32)cc1)c1ccccc1, predict the reactants needed to synthesize it. The reactants are: CC(C)(C(=O)O)c1ccccc1.Nc1ccc(N2C(=O)CC(=O)Nc3c2ccc2ccccc32)cc1. (3) Given the product CS(=O)(=O)NCCOc1c(C2CCC2)ccc(-c2cnc(N)cn2)c1F, predict the reactants needed to synthesize it. The reactants are: CS(=O)(=O)NCCCl.Nc1cnc(-c2ccc(C3CCC3)c(O)c2F)cn1. (4) Given the product COC[C@H]1C[C@H](OS(C)(=O)=O)CN1C(=O)OC(C)(C)C, predict the reactants needed to synthesize it. The reactants are: COC[C@H]1C[C@H](O)CN1C(=O)OC(C)(C)C.CS(=O)(=O)Cl. (5) The reactants are: CCOC(=O)Cn1c(C)cccc1=O.NN. Given the product Cc1cccc(=O)n1CC(=O)NN, predict the reactants needed to synthesize it. (6) Given the product CN(c1cccc(Cl)c1)c1ncnc(Cl)n1, predict the reactants needed to synthesize it. The reactants are: CNc1cccc(Cl)c1.Clc1ncnc(Cl)n1. (7) Given the product CC(C)(C)OC(=O)N1CCC(CC(=O)N[C@H](Cc2ccc(Cl)cc2)C(=O)N2CCC(c3ccccc3NS(C)(=O)=O)CC2)CC1, predict the reactants needed to synthesize it. The reactants are: CC(C)(C)OC(=O)N1CCC(CC(=O)O)CC1.CS(=O)(=O)Nc1ccccc1C1CCN(C(=O)[C@H](N)Cc2ccc(Cl)cc2)CC1. (8) Given the product COc1cccc(F)c1-c1ccncc1N(C)C(=O)c1cc(C(F)(F)F)cc(C(F)(F)F)c1, predict the reactants needed to synthesize it. The reactants are: CN(C(=O)c1cc(C(F)(F)F)cc(C(F)(F)F)c1)c1cnccc1Br.COc1cccc(F)c1B(O)O. (9) Given the product CC(C)(NC(=O)c1ccc(Cl)c(-c2cccc(Cl)c2)n1)c1ncco1, predict the reactants needed to synthesize it. The reactants are: CC(C)(N)c1ncco1.O=C(O)c1ccc(Cl)c(-c2cccc(Cl)c2)n1.